From a dataset of Merck oncology drug combination screen with 23,052 pairs across 39 cell lines. Regression. Given two drug SMILES strings and cell line genomic features, predict the synergy score measuring deviation from expected non-interaction effect. (1) Synergy scores: synergy=-8.11. Drug 2: Cc1nc(Nc2ncc(C(=O)Nc3c(C)cccc3Cl)s2)cc(N2CCN(CCO)CC2)n1. Drug 1: Cn1nnc2c(C(N)=O)ncn2c1=O. Cell line: COLO320DM. (2) Drug 1: Cc1nc(Nc2ncc(C(=O)Nc3c(C)cccc3Cl)s2)cc(N2CCN(CCO)CC2)n1. Drug 2: COC1=C2CC(C)CC(OC)C(O)C(C)C=C(C)C(OC(N)=O)C(OC)C=CC=C(C)C(=O)NC(=CC1=O)C2=O. Cell line: RPMI7951. Synergy scores: synergy=13.0. (3) Drug 1: COc1cc(C2c3cc4c(cc3C(OC3OC5COC(C)OC5C(O)C3O)C3COC(=O)C23)OCO4)cc(OC)c1O. Drug 2: NC1(c2ccc(-c3nc4ccn5c(=O)[nH]nc5c4cc3-c3ccccc3)cc2)CCC1. Cell line: LOVO. Synergy scores: synergy=36.6. (4) Drug 2: CCc1c2c(nc3ccc(O)cc13)-c1cc3c(c(=O)n1C2)COC(=O)C3(O)CC. Synergy scores: synergy=34.0. Cell line: A2058. Drug 1: Cc1nc(Nc2ncc(C(=O)Nc3c(C)cccc3Cl)s2)cc(N2CCN(CCO)CC2)n1. (5) Drug 1: NC1(c2ccc(-c3nc4ccn5c(=O)[nH]nc5c4cc3-c3ccccc3)cc2)CCC1. Drug 2: COC1CC2CCC(C)C(O)(O2)C(=O)C(=O)N2CCCCC2C(=O)OC(C(C)CC2CCC(OP(C)(C)=O)C(OC)C2)CC(=O)C(C)C=C(C)C(O)C(OC)C(=O)C(C)CC(C)C=CC=CC=C1C. Cell line: ES2. Synergy scores: synergy=26.0. (6) Drug 1: CCC1(O)CC2CN(CCc3c([nH]c4ccccc34)C(C(=O)OC)(c3cc4c(cc3OC)N(C)C3C(O)(C(=O)OC)C(OC(C)=O)C5(CC)C=CCN6CCC43C65)C2)C1. Drug 2: Cn1nnc2c(C(N)=O)ncn2c1=O. Cell line: A2780. Synergy scores: synergy=-56.3. (7) Drug 1: O=P1(N(CCCl)CCCl)NCCCO1. Drug 2: CC1(c2nc3c(C(N)=O)cccc3[nH]2)CCCN1. Cell line: UACC62. Synergy scores: synergy=2.18.